From a dataset of NCI-60 drug combinations with 297,098 pairs across 59 cell lines. Regression. Given two drug SMILES strings and cell line genomic features, predict the synergy score measuring deviation from expected non-interaction effect. (1) Drug 1: CC12CCC3C(C1CCC2=O)CC(=C)C4=CC(=O)C=CC34C. Drug 2: CC(C)CN1C=NC2=C1C3=CC=CC=C3N=C2N. Cell line: HOP-92. Synergy scores: CSS=4.92, Synergy_ZIP=-0.113, Synergy_Bliss=-2.96, Synergy_Loewe=-2.47, Synergy_HSA=-2.94. (2) Drug 1: CC1=C(C=C(C=C1)NC(=O)C2=CC=C(C=C2)CN3CCN(CC3)C)NC4=NC=CC(=N4)C5=CN=CC=C5. Drug 2: CC1=C(C=C(C=C1)C(=O)NC2=CC(=CC(=C2)C(F)(F)F)N3C=C(N=C3)C)NC4=NC=CC(=N4)C5=CN=CC=C5. Cell line: SN12C. Synergy scores: CSS=-2.32, Synergy_ZIP=3.94, Synergy_Bliss=1.69, Synergy_Loewe=0.283, Synergy_HSA=-4.36.